Predict the reactants needed to synthesize the given product. From a dataset of Full USPTO retrosynthesis dataset with 1.9M reactions from patents (1976-2016). Given the product [CH3:42][S:43]([N:1]1[CH2:2][CH:3]=[C:4]([C:7]2[CH:8]=[CH:9][C:10]([C:13]3([C:16]([N:18]4[CH2:22][CH2:21][C@@:20]5([C:30]6[CH:29]=[CH:28][N:27]=[CH:26][C:25]=6[C:24](=[O:31])[O:23]5)[CH2:19]4)=[O:17])[CH2:14][CH2:15]3)=[CH:11][CH:12]=2)[CH2:5][CH2:6]1)(=[O:45])=[O:44], predict the reactants needed to synthesize it. The reactants are: [NH:1]1[CH2:6][CH:5]=[C:4]([C:7]2[CH:12]=[CH:11][C:10]([C:13]3([C:16]([N:18]4[CH2:22][CH2:21][C@@:20]5([C:30]6[CH:29]=[CH:28][N:27]=[CH:26][C:25]=6[C:24](=[O:31])[O:23]5)[CH2:19]4)=[O:17])[CH2:15][CH2:14]3)=[CH:9][CH:8]=2)[CH2:3][CH2:2]1.C(#N)C.C(N(CC)CC)C.[CH3:42][S:43](Cl)(=[O:45])=[O:44].